This data is from Catalyst prediction with 721,799 reactions and 888 catalyst types from USPTO. The task is: Predict which catalyst facilitates the given reaction. (1) Reactant: [NH2:1][C:2]1[C:23]([Cl:24])=[CH:22][C:5]([C:6]([NH:8][CH:9]2[CH2:14][CH2:13][N:12](C(OC(C)(C)C)=O)[CH2:11][CH2:10]2)=[O:7])=[C:4]([O:25][CH3:26])[CH:3]=1.Cl. Product: [ClH:24].[NH2:1][C:2]1[C:23]([Cl:24])=[CH:22][C:5]([C:6]([NH:8][CH:9]2[CH2:14][CH2:13][NH:12][CH2:11][CH2:10]2)=[O:7])=[C:4]([O:25][CH3:26])[CH:3]=1. The catalyst class is: 12. (2) Reactant: COC1C=CC(C(Cl)=O)=CC=1.[CH3:12][O:13][C:14]1[CH:19]=[CH:18][C:17]([C:20]([N:22]=[C:23]=[S:24])=[O:21])=[CH:16][CH:15]=1.[CH3:25][O:26][C:27]1[CH:28]=[C:29]2[C:34](=[CH:35][C:36]=1[O:37][CH3:38])[N:33]=[CH:32][CH:31]=[C:30]2[O:39][C:40]1[CH:46]=[CH:45][C:43]([NH2:44])=[C:42]([CH3:47])[CH:41]=1.C1(C)C=CC=CC=1. Product: [CH3:12][O:13][C:14]1[CH:15]=[CH:16][C:17]([C:20]([N:22]=[C:23]=[S:24])=[O:21])=[CH:18][CH:19]=1.[CH3:25][O:26][C:27]1[CH:28]=[C:29]2[C:34](=[CH:35][C:36]=1[O:37][CH3:38])[N:33]=[CH:32][CH:31]=[C:30]2[O:39][C:40]1[CH:46]=[CH:45][C:43]([NH:44][C:23]([NH:22][C:20](=[O:21])[C:17]2[CH:16]=[CH:15][C:14]([O:13][CH3:12])=[CH:19][CH:18]=2)=[S:24])=[C:42]([CH3:47])[CH:41]=1. The catalyst class is: 8.